Dataset: Forward reaction prediction with 1.9M reactions from USPTO patents (1976-2016). Task: Predict the product of the given reaction. (1) Given the reactants [NH2:1][C:2]1[C:11]2[C:6](=[CH:7][C:8]([O:15][CH3:16])=[C:9]([O:13][CH3:14])[C:10]=2I)[N:5]=[C:4]([N:17]2[CH2:23][CH2:22][CH2:21][N:20]([C:24]([N:26]3[CH2:31][CH2:30][O:29][CH2:28][CH2:27]3)=[O:25])[CH2:19][CH2:18]2)[N:3]=1.[F:32][C:33]1[CH:38]=[CH:37][C:36](B(O)O)=[CH:35][CH:34]=1, predict the reaction product. The product is: [NH2:1][C:2]1[C:11]2[C:6](=[CH:7][C:8]([O:15][CH3:16])=[C:9]([O:13][CH3:14])[C:10]=2[C:36]2[CH:37]=[CH:38][C:33]([F:32])=[CH:34][CH:35]=2)[N:5]=[C:4]([N:17]2[CH2:23][CH2:22][CH2:21][N:20]([C:24]([N:26]3[CH2:31][CH2:30][O:29][CH2:28][CH2:27]3)=[O:25])[CH2:19][CH2:18]2)[N:3]=1. (2) Given the reactants [CH:1]1([C:7]2[CH:8]=[C:9]([C:19]([OH:21])=O)[CH:10]=[N:11][C:12]=2[O:13][CH2:14][C:15]([F:18])([F:17])[F:16])[CH2:6][CH2:5][CH2:4][CH2:3][CH2:2]1.[NH2:22][N:23]1[CH2:28][CH2:27][CH:26]([OH:29])[CH2:25][CH2:24]1, predict the reaction product. The product is: [CH:1]1([C:7]2[CH:8]=[C:9]([C:19]([NH:22][N:23]3[CH2:28][CH2:27][CH:26]([OH:29])[CH2:25][CH2:24]3)=[O:21])[CH:10]=[N:11][C:12]=2[O:13][CH2:14][C:15]([F:16])([F:18])[F:17])[CH2:2][CH2:3][CH2:4][CH2:5][CH2:6]1. (3) Given the reactants [CH3:1][C:2]1[N:3]([C:24](=[O:27])[NH:25][CH3:26])[C:4]2[C:9]([CH:10]=1)=[CH:8][C:7]([O:11][C:12]1[CH:17]=[CH:16][N:15]=[C:14]3[CH:18]=[C:19]([C:21](O)=[O:22])[S:20][C:13]=13)=[CH:6][CH:5]=2.[CH3:28][NH:29][CH2:30][CH2:31][OH:32].CN(C(ON1N=NC2C=CC=NC1=2)=[N+](C)C)C.F[P-](F)(F)(F)(F)F.CCN(C(C)C)C(C)C.C([O-])(O)=O.[Na+], predict the reaction product. The product is: [OH:32][CH2:31][CH2:30][N:29]([CH3:28])[C:21]([C:19]1[S:20][C:13]2[C:14](=[N:15][CH:16]=[CH:17][C:12]=2[O:11][C:7]2[CH:8]=[C:9]3[C:4](=[CH:5][CH:6]=2)[N:3]([C:24](=[O:27])[NH:25][CH3:26])[C:2]([CH3:1])=[CH:10]3)[CH:18]=1)=[O:22]. (4) Given the reactants Cl[C:2]1[N:3]=[N+:4]([O-:15])[C:5]2[CH:11]=[C:10]3[CH2:12][CH2:13][O:14][C:9]3=[CH:8][C:6]=2[N:7]=1.[CH3:16][N:17]([CH3:21])[CH2:18][CH2:19][NH2:20], predict the reaction product. The product is: [CH3:16][N:17]([CH3:21])[CH2:18][CH2:19][NH:20][C:2]1[N:3]=[N+:4]([O-:15])[C:5]2[CH:11]=[C:10]3[CH2:12][CH2:13][O:14][C:9]3=[CH:8][C:6]=2[N:7]=1. (5) Given the reactants [NH:1]([C:8]1[CH:16]=[C:15]([O:17][CH3:18])[CH:14]=[CH:13][C:9]=1[C:10](O)=[O:11])[C:2]1[CH:7]=[CH:6][CH:5]=[CH:4][CH:3]=1.Cl.CN.[CH2:22]([N:24](CC)CC)C.C1C=CC2N(O)N=NC=2C=1, predict the reaction product. The product is: [NH:1]([C:8]1[CH:16]=[C:15]([O:17][CH3:18])[CH:14]=[CH:13][C:9]=1[C:10]([NH:24][CH3:22])=[O:11])[C:2]1[CH:7]=[CH:6][CH:5]=[CH:4][CH:3]=1. (6) Given the reactants C([N:3]([CH2:13][CH3:14])[C:4](=[O:12])[C:5]1[CH:10]=[CH:9][CH:8]=[CH:7][C:6]=1[CH3:11])C.[N:15]1([CH2:21][CH2:22]CC#N)[CH2:20][CH2:19][CH2:18][CH2:17][CH2:16]1, predict the reaction product. The product is: [N:15]1([CH2:21][CH2:22][CH2:14][C:13]2[NH:3][C:4](=[O:12])[C:5]3[C:6]([CH:11]=2)=[CH:7][CH:8]=[CH:9][CH:10]=3)[CH2:20][CH2:19][CH2:18][CH2:17][CH2:16]1. (7) Given the reactants [Cl:1][C:2]1[CH:19]=[C:18]([CH2:20][O:21][CH3:22])[CH:17]=[C:16]([Cl:23])[C:3]=1[O:4][C:5]1[CH:6]=[CH:7][C:8]([O:14][CH3:15])=[C:9]([CH:13]=1)[C:10]([OH:12])=O.C(OC(Cl)=O)C(C)C.CN1CCOCC1.[CH:39]1([NH2:43])[CH2:42][CH2:41][CH2:40]1, predict the reaction product. The product is: [CH:39]1([NH:43][C:10](=[O:12])[C:9]2[CH:13]=[C:5]([O:4][C:3]3[C:2]([Cl:1])=[CH:19][C:18]([CH2:20][O:21][CH3:22])=[CH:17][C:16]=3[Cl:23])[CH:6]=[CH:7][C:8]=2[O:14][CH3:15])[CH2:42][CH2:41][CH2:40]1. (8) The product is: [CH2:1]([O:8][C:9]1[CH:14]=[CH:13][C:12]([C@@H:15]([OH:18])[CH2:16][Br:17])=[CH:11][C:10]=1[NH:19][CH:24]=[O:25])[C:2]1[CH:7]=[CH:6][CH:5]=[CH:4][CH:3]=1. Given the reactants [CH2:1]([O:8][C:9]1[CH:14]=[CH:13][C:12]([C@@H:15]([OH:18])[CH2:16][Br:17])=[CH:11][C:10]=1[N+:19]([O-])=O)[C:2]1[CH:7]=[CH:6][CH:5]=[CH:4][CH:3]=1.[H][H].[CH:24](O)=[O:25].C(OC(=O)C)(=O)C, predict the reaction product. (9) The product is: [Br:1][C:2]1[CH:7]=[CH:6][C:5]2[N:8]([CH2:9][CH3:10])[C:15]([C:16]3[C:17]([NH2:18])=[N:19][O:20][N:21]=3)=[N:14][C:13]=2[CH:12]=1. Given the reactants [Br:1][C:2]1C=C(N)[C:5]([NH:8][CH2:9][CH3:10])=[CH:6][CH:7]=1.[CH3:12][C:13]1[N:14]=[C:15](O)[C:16]2[C:17](=[N:19][O:20][N:21]=2)[N:18]=1, predict the reaction product. (10) The product is: [CH3:1][N:2]1[C:23]([C:14]2[CH:15]=[CH:16][C:17]3[C:22](=[CH:21][CH:20]=[CH:19][CH:18]=3)[C:13]=2[OH:12])=[N:5][C:4]([C:6]2[CH:11]=[CH:10][CH:9]=[CH:8][N:7]=2)=[N:3]1. Given the reactants [CH3:1][NH:2][NH:3][C:4]([C:6]1[CH:11]=[CH:10][CH:9]=[CH:8][N:7]=1)=[NH:5].[OH:12][C:13]1[C:22]2[C:17](=[CH:18][CH:19]=[CH:20][CH:21]=2)[CH:16]=[CH:15][C:14]=1[CH:23]=O, predict the reaction product.